This data is from Catalyst prediction with 721,799 reactions and 888 catalyst types from USPTO. The task is: Predict which catalyst facilitates the given reaction. Product: [O:15]=[S:1]1(=[O:10])[CH2:6][CH2:5][CH:4]([CH2:7][OH:8])[CH2:3][CH2:2]1. Reactant: [S:1]1[CH2:6][CH2:5][CH:4]([CH2:7][OH:8])[CH2:3][CH2:2]1.I([O-])(=O)(=O)=[O:10].[Na+].[OH2:15]. The catalyst class is: 5.